The task is: Predict the reaction yield, written as a fraction of the theoretical maximum amount of product (1.0 means a 100% yield; for example, 0.34 means a 34% yield).. This data is from Reaction yield outcomes from USPTO patents with 853,638 reactions. (1) The reactants are [C:1]([N:8]1[CH:12]=[C:11]([CH2:13][CH2:14][OH:15])[N:10]=[CH:9]1)([O:3][C:4]([CH3:7])([CH3:6])[CH3:5])=[O:2].O[C:17]1[CH:18]=[C:19]2[C:24](=[CH:25][CH:26]=1)[C:23](=[O:27])[CH2:22][CH2:21][CH2:20]2.C1(P(C2C=CC=CC=2)C2C=CC=CC=2)C=CC=CC=1.N(C(OCC)=O)=NC(OCC)=O. The catalyst is C1COCC1. The product is [C:4]([O:3][C:1]([N:8]1[CH:12]=[C:11]([CH2:13][CH2:14][O:15][C:17]2[CH:26]=[CH:25][C:24]3[C:23](=[O:27])[CH2:22][CH2:21][CH2:20][C:19]=3[CH:18]=2)[N:10]=[CH:9]1)=[O:2])([CH3:7])([CH3:6])[CH3:5]. The yield is 0.330. (2) The reactants are [NH2:1][C:2]1[CH:7]=[CH:6][CH:5]=[C:4]([OH:8])[C:3]=1[NH:9][C:10]([NH:12][C:13]1[C:18]([Cl:19])=[CH:17][CH:16]=[CH:15][C:14]=1[Cl:20])=S.CI. The catalyst is C(O)C. The product is [ClH:19].[Cl:20][C:14]1[CH:15]=[CH:16][CH:17]=[C:18]([Cl:19])[C:13]=1[NH:12][C:10]1[NH:1][C:2]2[CH:7]=[CH:6][CH:5]=[C:4]([OH:8])[C:3]=2[N:9]=1. The yield is 0.470. (3) The reactants are [Cl:1][C:2]1[CH:7]=[CH:6][CH:5]=[C:4]([O:8][CH3:9])[N:3]=1.C([Li])(C)(C)C.CN(C)[CH:17]=[O:18].C(=O)=O. The catalyst is O1CCCC1. The product is [Cl:1][C:2]1[N:3]=[C:4]([O:8][CH3:9])[C:5]([CH:17]=[O:18])=[CH:6][CH:7]=1. The yield is 0.920. (4) The reactants are [Cl:1][C:2]1[CH:3]=[CH:4][C:5]2[S:9][C:8](=[O:10])[NH:7][C:6]=2[CH:11]=1.[C:12]([O:16][CH2:17][CH3:18])(=[O:15])[CH:13]=[CH2:14].[F-].[Cs+]. The catalyst is C1(C)C=CC=CC=1. The product is [Cl:1][C:2]1[CH:3]=[CH:4][C:5]2[S:9][C:8](=[O:10])[N:7]([CH2:14][CH2:13][C:12]([O:16][CH2:17][CH3:18])=[O:15])[C:6]=2[CH:11]=1. The yield is 0.730. (5) The reactants are C([O:3][C:4]([C:6]1[C:10]([NH2:11])=[C:9]([C:12]2[CH:17]=[CH:16][C:15]([Cl:18])=[CH:14][CH:13]=2)[N:8]([C:19]2[CH:24]=[CH:23][CH:22]=[CH:21][C:20]=2[Cl:25])[N:7]=1)=O)C.C(O)(=O)C.[CH:30](N)=[NH:31]. The catalyst is C(OCCO)C. The product is [Cl:18][C:15]1[CH:14]=[CH:13][C:12]([C:9]2[N:8]([C:19]3[CH:24]=[CH:23][CH:22]=[CH:21][C:20]=3[Cl:25])[N:7]=[C:6]3[C:4]([OH:3])=[N:31][CH:30]=[N:11][C:10]=23)=[CH:17][CH:16]=1. The yield is 0.870. (6) The catalyst is C(#N)C. The product is [S:25]1[C:26]2[CH:32]=[CH:31][CH:30]=[CH:29][C:27]=2[N:28]=[C:24]1[NH:23][C:13](=[O:15])/[C:12](/[C:4]1[CH:5]=[CH:6][C:7]([S:8]([CH3:11])(=[O:9])=[O:10])=[C:2]([Cl:1])[CH:3]=1)=[N:16]/[O:17][CH:18]1[CH2:22][CH2:21][CH2:20][CH2:19]1. The reactants are [Cl:1][C:2]1[CH:3]=[C:4](/[C:12](=[N:16]\[O:17][CH:18]2[CH2:22][CH2:21][CH2:20][CH2:19]2)/[C:13]([OH:15])=O)[CH:5]=[CH:6][C:7]=1[S:8]([CH3:11])(=[O:10])=[O:9].[NH2:23][C:24]1[S:25][C:26]2[CH:32]=[CH:31][CH:30]=[CH:29][C:27]=2[N:28]=1.C(N(CC)C(C)C)(C)C. The yield is 0.700.